This data is from Full USPTO retrosynthesis dataset with 1.9M reactions from patents (1976-2016). The task is: Predict the reactants needed to synthesize the given product. Given the product [Cl:25][C:19]1[CH:20]=[C:21]([Cl:24])[CH:22]=[CH:23][C:18]=1[NH:17][C:15]1[NH:14][C:3]2[C:4]([N:9]([CH2:12][CH3:13])[CH2:10][CH3:11])=[CH:5][CH:6]=[C:7]([F:8])[C:2]=2[N:1]=1, predict the reactants needed to synthesize it. The reactants are: [NH2:1][C:2]1[C:7]([F:8])=[CH:6][CH:5]=[C:4]([N:9]([CH2:12][CH3:13])[CH2:10][CH3:11])[C:3]=1[NH:14][C:15]([NH:17][C:18]1[CH:23]=[CH:22][C:21]([Cl:24])=[CH:20][C:19]=1[Cl:25])=S.Cl.C(N=C=NCCCN(C)C)C.C(N(CC)CC)C.